Dataset: Catalyst prediction with 721,799 reactions and 888 catalyst types from USPTO. Task: Predict which catalyst facilitates the given reaction. Reactant: O1C2C=CC=CC=2OB1.[Br:10][C:11]1[C:12]([N:27]2[CH2:32][CH2:31][C:30]([F:34])([CH3:33])[CH2:29][CH2:28]2)=[C:13]([C:19](=[O:26])[C:20]([O:22][CH:23]([CH3:25])[CH3:24])=[O:21])[C:14]([CH3:18])=[N:15][C:16]=1[CH3:17].CB1N2CCC[C@@H]2C(C2C=CC=CC=2)(C2C=CC=CC=2)O1. Product: [Br:10][C:11]1[C:12]([N:27]2[CH2:28][CH2:29][C:30]([F:34])([CH3:33])[CH2:31][CH2:32]2)=[C:13]([C@H:19]([OH:26])[C:20]([O:22][CH:23]([CH3:25])[CH3:24])=[O:21])[C:14]([CH3:18])=[N:15][C:16]=1[CH3:17]. The catalyst class is: 11.